This data is from Full USPTO retrosynthesis dataset with 1.9M reactions from patents (1976-2016). The task is: Predict the reactants needed to synthesize the given product. (1) Given the product [C:1]([O:13][C@@H:12]1[C@@H:14]([O:15][C:1](=[O:31])[C:2]2[CH:7]=[CH:6][CH:5]=[CH:4][CH:3]=2)[C@@H:16]([OH:17])[C@@H:18]([CH2:20][O:21][C:1](=[O:8])[C:2]2[CH:7]=[CH:6][CH:5]=[CH:4][CH:3]=2)[O:19][C@H:11]1[O:10][C:22]1[CH:23]=[CH:24][C:25]([N+:28]([O-:30])=[O:29])=[CH:26][CH:27]=1)(=[O:8])[C:2]1[CH:7]=[CH:6][CH:5]=[CH:4][CH:3]=1, predict the reactants needed to synthesize it. The reactants are: [C:1](Cl)(=[O:8])[C:2]1[CH:7]=[CH:6][CH:5]=[CH:4][CH:3]=1.[O:10]([C:22]1[CH:27]=[CH:26][C:25]([N+:28]([O-:30])=[O:29])=[CH:24][CH:23]=1)[C@@H:11]1[O:19][C@H:18]([CH2:20][OH:21])[C@H:16]([OH:17])[C@H:14]([OH:15])[C@H:12]1[OH:13].[OH2:31]. (2) Given the product [CH2:15]([C:22]1[S:26][N:25]=[C:24]([C:27]([NH:14][CH2:13][CH2:12][C:6]2[C:5]3[C:9](=[CH:10][CH:11]=[C:3]([Cl:2])[CH:4]=3)[NH:8][CH:7]=2)=[O:28])[N:23]=1)[C:16]1[CH:17]=[CH:18][CH:19]=[CH:20][CH:21]=1, predict the reactants needed to synthesize it. The reactants are: Cl.[Cl:2][C:3]1[CH:4]=[C:5]2[C:9](=[CH:10][CH:11]=1)[NH:8][CH:7]=[C:6]2[CH2:12][CH2:13][NH2:14].[CH2:15]([C:22]1[S:26][N:25]=[C:24]([C:27](O)=[O:28])[N:23]=1)[C:16]1[CH:21]=[CH:20][CH:19]=[CH:18][CH:17]=1.CN(C(ON1N=NC2C=CC=NC1=2)=[N+](C)C)C.F[P-](F)(F)(F)(F)F.C(N(CC)C(C)C)(C)C. (3) Given the product [CH3:29][C@:26]12[C@@:25]3([CH3:30])[C@@H:16]([C@:17]4([CH3:42])[C@@H:22]([CH2:23][CH2:24]3)[C:21]([CH3:31])([CH3:32])[C:20]([C:33]3[CH:41]=[CH:40][C:36]([C:37]([OH:39])=[O:38])=[CH:35][CH:34]=3)=[CH:19][CH2:18]4)[CH2:15][CH2:14][C@@H:13]1[C@H:12]1[C@H:43]([C:46]3([CH3:49])[CH2:48][CH2:47]3)[CH2:44][CH2:45][C@:11]1([NH:10][CH2:52][CH2:53][N:54]1[CH2:59][CH2:58][CH:57]([S:60]([CH3:63])(=[O:62])=[O:61])[CH2:56][CH2:55]1)[CH2:28][CH2:27]2, predict the reactants needed to synthesize it. The reactants are: O=S1(=O)CCN(CC[NH:10][C@:11]23[CH2:45][CH2:44][C@@H:43]([C:46]4([CH3:49])[CH2:48][CH2:47]4)[C@@H:12]2[C@@H:13]2[C@@:26]([CH3:29])([CH2:27][CH2:28]3)[C@@:25]3([CH3:30])[C@@H:16]([C@:17]4([CH3:42])[C@@H:22]([CH2:23][CH2:24]3)[C:21]([CH3:32])([CH3:31])[C:20]([C:33]3[CH:41]=[CH:40][C:36]([C:37]([OH:39])=[O:38])=[CH:35][CH:34]=3)=[CH:19][CH2:18]4)[CH2:15][CH2:14]2)CC1.Cl[CH2:52][CH2:53][N:54]1[CH2:59][CH2:58][CH:57]([S:60]([CH3:63])(=[O:62])=[O:61])[CH2:56][CH2:55]1. (4) Given the product [CH3:64][N:65]([CH3:69])[CH2:66][CH2:67][NH:68][C:42]([C@:23]12[CH2:35][CH2:34][C@@H:33]([C:36]([CH2:38][N:39]([CH3:41])[CH3:40])=[CH2:37])[C@@H:24]1[C@@H:25]1[C@@:20]([CH3:45])([CH2:21][CH2:22]2)[C@@:19]2([CH3:46])[C@@H:28]([C@:29]3([CH3:32])[C@@H:16]([CH2:17][CH2:18]2)[C:15]([CH3:48])([CH3:47])[C:14]([C:11]2[CH:10]=[CH:9][C:8]([C:6]([O:5][C:1]([CH3:2])([CH3:3])[CH3:4])=[O:7])=[CH:13][CH:12]=2)=[CH:31][CH2:30]3)[CH2:27][CH2:26]1)=[O:43], predict the reactants needed to synthesize it. The reactants are: [C:1]([O:5][C:6]([C:8]1[CH:13]=[CH:12][C:11]([C:14]2[C:15]([CH3:48])([CH3:47])[C@H:16]3[C@:29]([CH3:32])([CH2:30][CH:31]=2)[C@@H:28]2[C@:19]([CH3:46])([C@@:20]4([CH3:45])[C@H:25]([CH2:26][CH2:27]2)[C@H:24]2[C@H:33]([C:36]([CH2:38][N:39]([CH3:41])[CH3:40])=[CH2:37])[CH2:34][CH2:35][C@:23]2([C:42](O)=[O:43])[CH2:22][CH2:21]4)[CH2:18][CH2:17]3)=[CH:10][CH:9]=1)=[O:7])([CH3:4])([CH3:3])[CH3:2].C(Cl)(=O)C(Cl)=O.CCN(C(C)C)C(C)C.[CH3:64][N:65]([CH3:69])[CH2:66][CH2:67][NH2:68]. (5) Given the product [Br:21][C:22]1[CH:27]=[CH:26][C:25]([NH2:28])=[C:24]([O:11][CH2:10][CH2:9][N:8]([CH2:1][C:2]2[CH:3]=[CH:4][CH:5]=[CH:6][CH:7]=2)[CH2:12][C:13]2[CH:18]=[CH:17][CH:16]=[CH:15][CH:14]=2)[CH:23]=1, predict the reactants needed to synthesize it. The reactants are: [CH2:1]([N:8]([CH2:12][C:13]1[CH:18]=[CH:17][CH:16]=[CH:15][CH:14]=1)[CH2:9][CH2:10][OH:11])[C:2]1[CH:7]=[CH:6][CH:5]=[CH:4][CH:3]=1.[H-].[Na+].[Br:21][C:22]1[CH:27]=[CH:26][C:25]([N+:28]([O-])=O)=[C:24](F)[CH:23]=1.